The task is: Predict the reaction yield, written as a fraction of the theoretical maximum amount of product (1.0 means a 100% yield; for example, 0.34 means a 34% yield).. This data is from Reaction yield outcomes from USPTO patents with 853,638 reactions. The reactants are ClC1C=CC(C2[S:9][C:10]3[CH:16]=[C:15]([C:17]([OH:19])=[O:18])[CH:14]=[CH:13][C:11]=3[N:12]=2)=C(O)C=1.[NH2:21][C:22]1[C:23]([CH:28]=O)=[N:24][CH:25]=[CH:26][N:27]=1.NC1C=CC(C(O)=O)=CC=1S. No catalyst specified. The product is [NH2:21][C:22]1[C:23]([C:28]2[S:9][C:10]3[CH:16]=[C:15]([C:17]([OH:19])=[O:18])[CH:14]=[CH:13][C:11]=3[N:12]=2)=[N:24][CH:25]=[CH:26][N:27]=1. The yield is 0.190.